Regression/Classification. Given a drug SMILES string, predict its absorption, distribution, metabolism, or excretion properties. Task type varies by dataset: regression for continuous measurements (e.g., permeability, clearance, half-life) or binary classification for categorical outcomes (e.g., BBB penetration, CYP inhibition). Dataset: cyp1a2_veith. From a dataset of CYP1A2 inhibition data for predicting drug metabolism from PubChem BioAssay. (1) The drug is Cc1ccccc1C(C(=O)NCc1ccccc1)N(Cc1ccco1)C(=O)c1ccccn1. The result is 0 (non-inhibitor). (2) The compound is COc1ccccc1CNc1ncncc1-c1ccc(C(=O)N(C)C)cc1. The result is 1 (inhibitor).